Dataset: Forward reaction prediction with 1.9M reactions from USPTO patents (1976-2016). Task: Predict the product of the given reaction. (1) Given the reactants [NH2:1][C@@H:2]([CH2:22][C:23]1[CH:28]=[CH:27][C:26]([O:29][CH3:30])=[CH:25][CH:24]=1)[C:3]([N:5]1[CH2:10][CH2:9][C:8]([C:17](=[O:21])[CH2:18][CH2:19][CH3:20])([C:11]2[CH:16]=[CH:15][CH:14]=[CH:13][CH:12]=2)[CH2:7][CH2:6]1)=[O:4].C(N(C(C)C)CC)(C)C.Cl[C:41](OC1C=CC([N+]([O-])=O)=CC=1)=[O:42].Cl.Cl.[NH2:55][CH2:56][CH2:57][C:58]1[N:62]=[CH:61][NH:60][CH:59]=1, predict the reaction product. The product is: [C:17]([C:8]1([C:11]2[CH:16]=[CH:15][CH:14]=[CH:13][CH:12]=2)[CH2:9][CH2:10][N:5]([C:3](=[O:4])[C@@H:2]([NH:1][C:41]([NH:55][CH2:56][CH2:57][C:58]2[N:62]=[CH:61][NH:60][CH:59]=2)=[O:42])[CH2:22][C:23]2[CH:28]=[CH:27][C:26]([O:29][CH3:30])=[CH:25][CH:24]=2)[CH2:6][CH2:7]1)(=[O:21])[CH2:18][CH2:19][CH3:20]. (2) Given the reactants [C:1]([O:5][C:6]([N:8]1[C:16]2[C:11](=[CH:12][CH:13]=[CH:14][C:15]=2[CH3:17])[CH:10]=[CH:9]1)=[O:7])([CH3:4])([CH3:3])[CH3:2], predict the reaction product. The product is: [C:1]([O:5][C:6]([N:8]1[C:16]2[C:11](=[CH:12][CH:13]=[CH:14][C:15]=2[CH3:17])[CH2:10][CH2:9]1)=[O:7])([CH3:4])([CH3:3])[CH3:2]. (3) Given the reactants [C:1]([C:3]1[CH:8]=[CH:7][CH:6]=[CH:5][C:4]=1[C:9]1[CH:14]=[CH:13][C:12]([CH2:15][C:16]2[C:17](=[O:43])[N:18]([C@H:28]3[CH2:33][CH2:32][C@H:31]([O:34][CH:35]([CH2:41][CH3:42])C(OCC)=O)[CH2:30][CH2:29]3)[C:19]3[N:20]([N:25]=[CH:26][N:27]=3)[C:21]=2[CH2:22][CH2:23][CH3:24])=[CH:11][CH:10]=1)#[N:2].C[Mg]Br.Cl, predict the reaction product. The product is: [CH2:41]([CH:35]([O:34][C@H:31]1[CH2:30][CH2:29][C@H:28]([N:18]2[C:17](=[O:43])[C:16]([CH2:15][C:12]3[CH:13]=[CH:14][C:9]([C:4]4[C:3]([C:1]#[N:2])=[CH:8][CH:7]=[CH:6][CH:5]=4)=[CH:10][CH:11]=3)=[C:21]([CH2:22][CH2:23][CH3:24])[N:20]3[N:25]=[CH:26][N:27]=[C:19]23)[CH2:33][CH2:32]1)[C:31]([OH:34])([CH3:32])[CH3:30])[CH3:42]. (4) Given the reactants [CH:1]([CH2:3][C:4]([OH:6])=O)=[CH2:2].C(Cl)(=O)C(Cl)=O.[N:13]1[C:22]2[C:17](=[CH:18][CH:19]=[CH:20][CH:21]=2)[N:16]=[CH:15][C:14]=1[C:23]1[CH:24]=[C:25]([NH2:29])[CH:26]=[CH:27][CH:28]=1.C(N(C(C)C)CC)(C)C, predict the reaction product. The product is: [N:13]1[C:22]2[C:17](=[CH:18][CH:19]=[CH:20][CH:21]=2)[N:16]=[CH:15][C:14]=1[C:23]1[CH:24]=[C:25]([NH:29][C:4](=[O:6])[CH2:3][CH:1]=[CH2:2])[CH:26]=[CH:27][CH:28]=1. (5) Given the reactants [CH3:1][C:2]1[CH:7]=[CH:6][NH:5][C:4](=[O:8])[C:3]=1[C:9]([OH:11])=[O:10].OS(O)(=O)=O.[CH3:17]O, predict the reaction product. The product is: [CH3:1][C:2]1[CH:7]=[CH:6][NH:5][C:4](=[O:8])[C:3]=1[C:9]([O:11][CH3:17])=[O:10].